From a dataset of Forward reaction prediction with 1.9M reactions from USPTO patents (1976-2016). Predict the product of the given reaction. (1) Given the reactants [Cl:1][C:2]1[CH:7]=[CH:6][C:5](I)=[CH:4][CH:3]=1.[C:9]([NH:16][CH2:17][C:18]#[CH:19])([O:11][C:12]([CH3:15])([CH3:14])[CH3:13])=[O:10].C(N(CC)C(C)C)(C)C, predict the reaction product. The product is: [Cl:1][C:2]1[CH:7]=[CH:6][C:5]([C:19]#[C:18][CH2:17][NH:16][C:9](=[O:10])[O:11][C:12]([CH3:14])([CH3:13])[CH3:15])=[CH:4][CH:3]=1. (2) Given the reactants O[C:2]1[CH:10]=CC(C(O)=O)=[CH:4][C:3]=1[C:11]1[CH:20]=[CH:19][C:18]2[C:13](=[CH:14][CH:15]=[C:16]([OH:21])[CH:17]=2)[C:12]=1[C:22](=[O:38])[C:23]1[CH:28]=[CH:27][C:26]([O:29][CH2:30][CH2:31][N:32]2[CH2:37][CH2:36][CH2:35][CH2:34][CH2:33]2)=[CH:25][CH:24]=1.[F:39][C:40]([F:45])([F:44])[C:41]([OH:43])=[O:42].[CH2:46]([SiH](CC)CC)C, predict the reaction product. The product is: [F:39][C:40]([F:45])([F:44])[C:41]([OH:43])=[O:42].[OH:21][C:16]1[CH:17]=[CH:18][C:13]2[C:14](=[CH:19][CH:20]=[C:11]3[C:12]=2[CH:22]([C:23]2[CH:28]=[CH:27][C:26]([O:29][CH2:30][CH2:31][N:32]4[CH2:37][CH2:36][CH2:35][CH2:34][CH2:33]4)=[CH:25][CH:24]=2)[O:38][C:2]2[C:3]3=[CH:4][C:40]([C:41]([OH:43])=[O:42])=[CH:46][CH:10]=2)[CH:15]=1. (3) Given the reactants [C:1]([O:5][C:6]([N:8]1[CH2:13][CH2:12][C:11]2[NH:14][C:15]([C:17]([N:19]3[CH2:24][CH2:23][N:22]([S:25]([C:28]4[CH:37]=[CH:36][C:35]5[C:30](=[CH:31][CH:32]=[C:33]([Cl:38])[CH:34]=5)[CH:29]=4)(=[O:27])=[O:26])[CH2:21][CH2:20]3)=[O:18])=[CH:16][C:10]=2[CH2:9]1)=[O:7])([CH3:4])([CH3:3])[CH3:2].[H-].[Na+].[CH3:41]I.[Cl-].[NH4+], predict the reaction product. The product is: [C:1]([O:5][C:6]([N:8]1[CH2:13][CH2:12][C:11]2[N:14]([CH3:41])[C:15]([C:17]([N:19]3[CH2:24][CH2:23][N:22]([S:25]([C:28]4[CH:37]=[CH:36][C:35]5[C:30](=[CH:31][CH:32]=[C:33]([Cl:38])[CH:34]=5)[CH:29]=4)(=[O:26])=[O:27])[CH2:21][CH2:20]3)=[O:18])=[CH:16][C:10]=2[CH2:9]1)=[O:7])([CH3:4])([CH3:2])[CH3:3]. (4) Given the reactants Br[CH2:2][C:3]1[CH:4]=[C:5]([C:11]2[CH:16]=[CH:15][C:14]([N+:17]([O-:19])=[O:18])=[CH:13][CH:12]=2)[CH:6]=[CH:7][C:8]=1[CH2:9]Br.C(=O)([O-])[O-].[K+].[K+].[CH3:26][O:27][C:28](=[O:34])[C@H:29]([CH:31]([CH3:33])[CH3:32])[NH2:30].O, predict the reaction product. The product is: [CH3:32][CH:31]([CH3:33])[CH:29]([N:30]1[CH2:2][C:3]2[C:8](=[CH:7][CH:6]=[C:5]([C:11]3[CH:16]=[CH:15][C:14]([N+:17]([O-:19])=[O:18])=[CH:13][CH:12]=3)[CH:4]=2)[CH2:9]1)[C:28]([O:27][CH3:26])=[O:34]. (5) The product is: [C:8]([C:7]1[C:2]([F:28])=[CH:3][C:4]([NH:10][C:11]([N:13]2[C:22]3[C:17](=[CH:18][CH:19]=[C:20]([CH:23]([O:26][CH3:27])[O:24][CH3:25])[N:21]=3)[CH2:16][CH2:15][CH2:14]2)=[O:12])=[N:5][CH:6]=1)#[N:9]. Given the reactants Cl[C:2]1[C:7]([C:8]#[N:9])=[CH:6][N:5]=[C:4]([NH:10][C:11]([N:13]2[C:22]3[C:17](=[CH:18][CH:19]=[C:20]([CH:23]([O:26][CH3:27])[O:24][CH3:25])[N:21]=3)[CH2:16][CH2:15][CH2:14]2)=[O:12])[CH:3]=1.[F-:28].[K+], predict the reaction product. (6) Given the reactants [OH:1][C:2]1[C:10]2[N:9]=[C:8]([CH3:11])[N:7]([CH3:12])[C:6]=2[CH:5]=[C:4]([C:13]([O:15][CH2:16][CH3:17])=[O:14])[CH:3]=1.[O:18]1[CH:20]2[CH2:21][C:22]3[C:27]([CH:19]12)=[CH:26][CH:25]=[CH:24][CH:23]=3.C(N(CC)CC)C, predict the reaction product. The product is: [OH:18][C@@H:20]1[CH2:21][C:22]2[C:27](=[CH:26][CH:25]=[CH:24][CH:23]=2)[C@H:19]1[O:1][C:2]1[C:10]2[N:9]=[C:8]([CH3:11])[N:7]([CH3:12])[C:6]=2[CH:5]=[C:4]([C:13]([O:15][CH2:16][CH3:17])=[O:14])[CH:3]=1. (7) Given the reactants C(OP([CH2:9][C:10]([O:12][CH2:13][CH3:14])=[O:11])(OCC)=O)C.[H-].[Na+].[F:17][C:18]([F:28])([F:27])[C:19]1[CH:24]=[CH:23][N:22]=[C:21]([CH:25]=O)[CH:20]=1.[Cl-].[NH4+], predict the reaction product. The product is: [F:28][C:18]([F:17])([F:27])[C:19]1[CH:24]=[CH:23][N:22]=[C:21](/[CH:25]=[CH:9]/[C:10]([O:12][CH2:13][CH3:14])=[O:11])[CH:20]=1.